This data is from Peptide-MHC class II binding affinity with 134,281 pairs from IEDB. The task is: Regression. Given a peptide amino acid sequence and an MHC pseudo amino acid sequence, predict their binding affinity value. This is MHC class II binding data. (1) The peptide sequence is FDAFVAYHIGARIVS. The MHC is DRB5_0101 with pseudo-sequence DRB5_0101. The binding affinity (normalized) is 0.955. (2) The peptide sequence is NSVVQALTSLGLLYT. The MHC is DRB1_0101 with pseudo-sequence DRB1_0101. The binding affinity (normalized) is 1.00.